From a dataset of Forward reaction prediction with 1.9M reactions from USPTO patents (1976-2016). Predict the product of the given reaction. (1) Given the reactants [F:1][C:2]([F:14])([F:13])[O:3][C:4]1[CH:9]=[CH:8][CH:7]=[CH:6][C:5]=1B(O)O.C[O:16][C:17](=[O:46])[CH2:18][CH2:19][C:20]1[CH:25]=[CH:24][C:23]([O:26][C:27]2[CH:32]=[CH:31][CH:30]=[C:29]([O:33][C:34]3[CH:39]=[CH:38][C:37]([C:40]([F:43])([F:42])[F:41])=[CH:36][C:35]=3Br)[CH:28]=2)=[CH:22][C:21]=1[CH3:45], predict the reaction product. The product is: [CH3:45][C:21]1[CH:22]=[C:23]([O:26][C:27]2[CH:32]=[CH:31][CH:30]=[C:29]([O:33][C:34]3[CH:39]=[CH:38][C:37]([C:40]([F:42])([F:43])[F:41])=[CH:36][C:35]=3[C:5]3[CH:6]=[CH:7][CH:8]=[CH:9][C:4]=3[O:3][C:2]([F:14])([F:13])[F:1])[CH:28]=2)[CH:24]=[CH:25][C:20]=1[CH2:19][CH2:18][C:17]([OH:46])=[O:16]. (2) Given the reactants [Br:1][C:2]1[CH:11]=[C:10]2[C:5]([C:6](=[O:31])[N:7]([CH3:30])[C:8]([C:12]3[CH:17]=[CH:16][C:15]([O:18][CH2:19][CH2:20][CH2:21][N:22]4[CH2:27][CH2:26][CH2:25][CH2:24][CH2:23]4)=[CH:14][C:13]=3[O:28]C)=[N:9]2)=[CH:4][CH:3]=1.B(F)(F)F.[OH-].[Na+], predict the reaction product. The product is: [Br:1][C:2]1[CH:11]=[C:10]2[C:5]([C:6](=[O:31])[N:7]([CH3:30])[C:8]([C:12]3[CH:17]=[CH:16][C:15]([O:18][CH2:19][CH2:20][CH2:21][N:22]4[CH2:27][CH2:26][CH2:25][CH2:24][CH2:23]4)=[CH:14][C:13]=3[OH:28])=[N:9]2)=[CH:4][CH:3]=1. (3) Given the reactants [F:1][C:2]1[CH:3]=[C:4]([CH:8]=[CH:9][CH:10]=1)[C:5](Cl)=[O:6].[NH2:11][C:12]1[CH:17]=[CH:16][C:15]([C:18](=[O:25])[CH2:19][CH2:20][C:21]([O:23]C)=[O:22])=[CH:14][CH:13]=1, predict the reaction product. The product is: [F:1][C:2]1[CH:3]=[C:4]([CH:8]=[CH:9][CH:10]=1)[C:5]([NH:11][C:12]1[CH:13]=[CH:14][C:15]([C:18](=[O:25])[CH2:19][CH2:20][C:21]([OH:23])=[O:22])=[CH:16][CH:17]=1)=[O:6]. (4) Given the reactants [F:1][C:2]1[CH:9]=[C:8]([S:10][C:11]([F:14])([F:13])[F:12])[CH:7]=[C:6]([F:15])[C:3]=1[NH:4][CH3:5].[F:16][C:17]1[CH:27]=[CH:26][CH:25]=[C:24]([F:28])[C:18]=1[C:19]([N:21]=[C:22]=[O:23])=[O:20], predict the reaction product. The product is: [F:16][C:17]1[CH:27]=[CH:26][CH:25]=[C:24]([F:28])[C:18]=1[C:19]([NH:21][C:22](=[O:23])[N:4]([C:3]1[C:6]([F:15])=[CH:7][C:8]([S:10][C:11]([F:14])([F:13])[F:12])=[CH:9][C:2]=1[F:1])[CH3:5])=[O:20]. (5) The product is: [C:17]([OH:24])(=[O:23])/[CH:18]=[CH:19]/[C:20]([OH:22])=[O:21].[N:1]1([C:9]2[CH:10]=[N:11][CH:12]=[C:13]([CH:16]=2)[C:14]#[N:15])[CH2:5][CH2:4][C@@H:3]2[CH2:6][NH:7][CH2:8][C@H:2]12. Given the reactants [N:1]1([C:9]2[CH:10]=[N:11][CH:12]=[C:13]([CH:16]=2)[C:14]#[N:15])[CH2:5][CH2:4][C@@H:3]2[CH2:6][NH:7][CH2:8][C@H:2]12.[C:17]([OH:24])(=[O:23])/[CH:18]=[CH:19]/[C:20]([OH:22])=[O:21], predict the reaction product. (6) Given the reactants Cl[CH2:2][CH2:3][C:4]([NH:6][C:7]1[CH:12]=[CH:11][C:10]([F:13])=[C:9]([CH3:14])[CH:8]=1)=[O:5].ClCCC(Cl)=O.C([O-])([O-])=O.[K+].[K+].[Al+3].[Cl-].[Cl-].[Cl-].Cl, predict the reaction product. The product is: [F:13][C:10]1[CH:11]=[C:12]2[C:7](=[CH:8][C:9]=1[CH3:14])[NH:6][C:4](=[O:5])[CH2:3][CH2:2]2.[F:13][C:10]1[C:9]([CH3:14])=[C:8]2[C:7](=[CH:12][CH:11]=1)[NH:6][C:4](=[O:5])[CH2:3][CH2:2]2. (7) Given the reactants [NH2:1][CH2:2][C:3]1[C:4](=[O:14])[NH:5][C:6]([CH:10]2[CH2:13][CH2:12][CH2:11]2)=[CH:7][C:8]=1[CH3:9].[NH2:15][CH2:16][C:17]1[C:18](=[O:28])[NH:19][C:20]([CH3:27])=[CH:21][C:22]=1[CH:23]1[CH2:26][CH2:25][CH2:24]1.[CH3:29][C:30]([O:33][C:34](O[C:37]([O:39][C:40]([CH3:43])([CH3:42])[CH3:41])=[O:38])=[O:35])([CH3:32])[CH3:31].C(N(CC)CC)C, predict the reaction product. The product is: [CH:10]1([C:6]2[NH:5][C:4](=[O:14])[C:3]([CH2:2][NH:1][C:34](=[O:35])[O:33][C:30]([CH3:32])([CH3:31])[CH3:29])=[C:8]([CH3:9])[CH:7]=2)[CH2:11][CH2:12][CH2:13]1.[CH:23]1([C:22]2[CH:21]=[C:20]([CH3:27])[NH:19][C:18](=[O:28])[C:17]=2[CH2:16][NH:15][C:37](=[O:38])[O:39][C:40]([CH3:41])([CH3:42])[CH3:43])[CH2:24][CH2:25][CH2:26]1. (8) Given the reactants [Br:1][C:2]1[CH:7]=[CH:6][C:5]([O:8][Si:9]([CH:16]([CH3:18])[CH3:17])([CH:13]([CH3:15])[CH3:14])[CH:10]([CH3:12])[CH3:11])=[CH:4][C:3]=1[OH:19].[Cl:20][CH2:21][CH2:22][C@@H:23]([C:25]1[CH:30]=[CH:29][CH:28]=[CH:27][CH:26]=1)O.C1(P(C2C=CC=CC=2)C2C=CC=CC=2)C=CC=CC=1.N(C(OC(C)C)=O)=NC(OC(C)C)=O, predict the reaction product. The product is: [Br:1][C:2]1[CH:7]=[CH:6][C:5]([O:8][Si:9]([CH:13]([CH3:15])[CH3:14])([CH:16]([CH3:18])[CH3:17])[CH:10]([CH3:11])[CH3:12])=[CH:4][C:3]=1[O:19][C@@H:23]([C:25]1[CH:30]=[CH:29][CH:28]=[CH:27][CH:26]=1)[CH2:22][CH2:21][Cl:20]. (9) Given the reactants [NH2:1][C:2]1[CH:7]=[CH:6][CH:5]=[CH:4][C:3]=1[NH:8][C:9]([C:11]1[NH:15][N:14]=[C:13](/[CH:16]=[CH:17]/[C:18]2[CH:23]=[CH:22][C:21]([OH:24])=[CH:20][CH:19]=2)[CH:12]=1)=O, predict the reaction product. The product is: [NH:8]1[C:3]2[CH:4]=[CH:5][CH:6]=[CH:7][C:2]=2[N:1]=[C:9]1[C:11]1[CH:12]=[C:13](/[CH:16]=[CH:17]/[C:18]2[CH:23]=[CH:22][C:21]([OH:24])=[CH:20][CH:19]=2)[NH:14][N:15]=1. (10) Given the reactants [Cl:1][C:2]1[CH:3]=[C:4]([C:8]2[CH2:9][CH2:10][N:11]([C:14]3[S:15][C:16]([C:19]4[N:20]=[N:21][N:22]([CH2:24][C:25]([O:27]C(C)(C)C)=[O:26])[N:23]=4)=[CH:17][N:18]=3)[CH2:12][CH:13]=2)[CH:5]=[CH:6][CH:7]=1.C(O)=O, predict the reaction product. The product is: [Cl:1][C:2]1[CH:3]=[C:4]([C:8]2[CH2:13][CH2:12][N:11]([C:14]3[S:15][C:16]([C:19]4[N:20]=[N:21][N:22]([CH2:24][C:25]([OH:27])=[O:26])[N:23]=4)=[CH:17][N:18]=3)[CH2:10][CH:9]=2)[CH:5]=[CH:6][CH:7]=1.